Dataset: Peptide-MHC class I binding affinity with 185,985 pairs from IEDB/IMGT. Task: Regression. Given a peptide amino acid sequence and an MHC pseudo amino acid sequence, predict their binding affinity value. This is MHC class I binding data. (1) The peptide sequence is VTDSQYALGI. The MHC is HLA-A31:01 with pseudo-sequence HLA-A31:01. The binding affinity (normalized) is 0. (2) The peptide sequence is AADFPGIAR. The MHC is HLA-B58:01 with pseudo-sequence HLA-B58:01. The binding affinity (normalized) is 0.0847. (3) The peptide sequence is VGNVYVKF. The MHC is HLA-B54:01 with pseudo-sequence HLA-B54:01. The binding affinity (normalized) is 0. (4) The peptide sequence is GYMFESKSM. The MHC is HLA-A11:01 with pseudo-sequence HLA-A11:01. The binding affinity (normalized) is 0.0847. (5) The peptide sequence is FEATARGARR. The MHC is HLA-B40:01 with pseudo-sequence HLA-B40:01. The binding affinity (normalized) is 0.302. (6) The peptide sequence is IYVLVMLVL. The MHC is HLA-B45:01 with pseudo-sequence HLA-B45:01. The binding affinity (normalized) is 0.107. (7) The peptide sequence is ELKGMSYAM. The MHC is HLA-B08:02 with pseudo-sequence HLA-B08:02. The binding affinity (normalized) is 0.0847. (8) The peptide sequence is EVKSLFNTV. The MHC is HLA-A02:06 with pseudo-sequence HLA-A02:06. The binding affinity (normalized) is 0.589. (9) The peptide sequence is LLIHQGMHM. The MHC is HLA-B07:02 with pseudo-sequence HLA-B07:02. The binding affinity (normalized) is 0.